This data is from Catalyst prediction with 721,799 reactions and 888 catalyst types from USPTO. The task is: Predict which catalyst facilitates the given reaction. (1) Reactant: [Cl:1][C:2]1[CH:3]=[CH:4][C:5]2[NH:11][C:10](=O)[C@@H:9]([CH2:13][C:14]([O:16][CH:17]([CH3:19])[CH3:18])=[O:15])[S:8][C@H:7]([C:20]3[CH:25]=[CH:24][CH:23]=[CH:22][C:21]=3[O:26][CH3:27])[C:6]=2[CH:28]=1.COC1C=CC(P2(SP(C3C=CC(OC)=CC=3)(=S)S2)=[S:38])=CC=1. Product: [Cl:1][C:2]1[CH:3]=[CH:4][C:5]2[NH:11][C:10](=[S:38])[C@@H:9]([CH2:13][C:14]([O:16][CH:17]([CH3:19])[CH3:18])=[O:15])[S:8][C@H:7]([C:20]3[CH:25]=[CH:24][CH:23]=[CH:22][C:21]=3[O:26][CH3:27])[C:6]=2[CH:28]=1. The catalyst class is: 11. (2) Reactant: [NH2:1][C:2]1[CH:3]=[C:4]([CH:22]=[CH:23][CH:24]=1)[C:5]([NH:7][C:8]1[CH:9]=[C:10]([NH:14][C:15](=[O:21])[O:16][C:17]([CH3:20])([CH3:19])[CH3:18])[CH:11]=[CH:12][CH:13]=1)=[O:6].[Cl:25][C:26]1[N:31]=[C:30](Cl)[C:29]([Cl:33])=[CH:28][N:27]=1.C(=O)([O-])[O-].[K+].[K+]. Product: [Cl:25][C:26]1[N:31]=[C:30]([NH:1][C:2]2[CH:3]=[C:4]([CH:22]=[CH:23][CH:24]=2)[C:5]([NH:7][C:8]2[CH:9]=[C:10]([NH:14][C:15](=[O:21])[O:16][C:17]([CH3:20])([CH3:18])[CH3:19])[CH:11]=[CH:12][CH:13]=2)=[O:6])[C:29]([Cl:33])=[CH:28][N:27]=1. The catalyst class is: 3. (3) Reactant: C1CCC(N=C=NC2CCCCC2)CC1.[C:16]([OH:20])(=O)[C:17]#[CH:18].[C:21]([C:24]1[CH:29]=[CH:28][C:27]([NH2:30])=[CH:26][CH:25]=1)#[C:22][CH3:23]. Product: [C:21]([C:24]1[CH:29]=[CH:28][C:27]([NH:30][C:16](=[O:20])[C:17]#[CH:18])=[CH:26][CH:25]=1)#[C:22][CH3:23]. The catalyst class is: 4. (4) Reactant: [C:1](Cl)(=O)[C:2]([Cl:4])=[O:3].CN(C)C=O.[F:12][C:13]([F:27])([F:26])[C:14]1[S:18][C:17]2[CH:19]=[CH:20][CH:21]=C(C(O)=O)[C:16]=2[CH:15]=1. Product: [F:27][C:13]([F:12])([F:26])[C:14]1[S:18][C:17]2[CH:19]=[CH:20][CH:21]=[C:1]([C:2]([Cl:4])=[O:3])[C:16]=2[CH:15]=1. The catalyst class is: 4. (5) Reactant: [Cl:1][C:2]1[N:3]=[CH:4][C:5]2[NH:11][C:10](=[O:12])[CH2:9][CH2:8][N:7]([CH:13]3[CH2:18][CH2:17][CH2:16][CH2:15][CH2:14]3)[C:6]=2[N:19]=1.[C:20](=O)([O-])[O-].[Cs+].[Cs+].IC.CN(C)C=O. The catalyst class is: 6. Product: [Cl:1][C:2]1[N:3]=[CH:4][C:5]2[N:11]([CH3:20])[C:10](=[O:12])[CH2:9][CH2:8][N:7]([CH:13]3[CH2:18][CH2:17][CH2:16][CH2:15][CH2:14]3)[C:6]=2[N:19]=1.